Task: Predict the reactants needed to synthesize the given product.. Dataset: Full USPTO retrosynthesis dataset with 1.9M reactions from patents (1976-2016) (1) Given the product [CH2:1]([Si:9]([CH3:12])([CH3:11])[OH:13])[CH2:2][CH2:3][CH2:4][CH2:5][CH2:6][CH2:7][CH3:8], predict the reactants needed to synthesize it. The reactants are: [CH2:1]([Si:9]([CH3:12])([CH3:11])Cl)[CH2:2][CH2:3][CH2:4][CH2:5][CH2:6][CH2:7][CH3:8].[OH2:13].C(N(CC)CC)C. (2) Given the product [CH2:1]([O:3][CH:4]([O:13][CH2:14][CH3:15])[C:5]1[CH:12]=[CH:11][C:8](/[CH:9]=[C:21](/[C:20]2[CH:24]=[CH:25][C:26]([O:27][CH3:28])=[C:18]([O:17][CH3:16])[CH:19]=2)\[C:22]#[N:23])=[CH:7][CH:6]=1)[CH3:2], predict the reactants needed to synthesize it. The reactants are: [CH2:1]([O:3][CH:4]([O:13][CH2:14][CH3:15])[C:5]1[CH:12]=[CH:11][C:8]([CH:9]=O)=[CH:7][CH:6]=1)[CH3:2].[CH3:16][O:17][C:18]1[CH:19]=[C:20]([CH:24]=[CH:25][C:26]=1[O:27][CH3:28])[CH2:21][C:22]#[N:23]. (3) Given the product [C:29]([NH:1][C@@H:2]1[C@@H:7]([N:8]=[N+:9]=[N-:10])[CH2:6][C:5]([C:11]([O:13][CH2:14][CH3:15])=[O:12])=[CH:4][C@H:3]1[O:16][CH:17]([CH2:18][CH3:19])[CH2:20][CH3:21])(=[O:31])[CH3:30], predict the reactants needed to synthesize it. The reactants are: [NH2:1][C@@H:2]1[C@@H:7]([N:8]=[N+:9]=[N-:10])[CH2:6][C:5]([C:11]([O:13][CH2:14][CH3:15])=[O:12])=[CH:4][C@H:3]1[O:16][CH:17]([CH2:20][CH3:21])[CH2:18][CH3:19].C(N(CC)CC)C.[C:29](OC(=O)C)(=[O:31])[CH3:30]. (4) Given the product [CH3:20][C:15]1([CH3:21])[C:16]([CH3:19])([CH3:18])[O:17][B:13]([C:2]2[CH:3]=[C:4]3[C:9](=[CH:10][CH:11]=2)[C:8](=[O:12])[NH:7][CH2:6][CH2:5]3)[O:14]1, predict the reactants needed to synthesize it. The reactants are: Br[C:2]1[CH:3]=[C:4]2[C:9](=[CH:10][CH:11]=1)[C:8](=[O:12])[NH:7][CH2:6][CH2:5]2.[B:13]1([B:13]2[O:17][C:16]([CH3:19])([CH3:18])[C:15]([CH3:21])([CH3:20])[O:14]2)[O:17][C:16]([CH3:19])([CH3:18])[C:15]([CH3:21])([CH3:20])[O:14]1. (5) Given the product [Br:45][C:33]1[CH:32]=[C:31]2[C:36]([O:37][C@@H:38]3[C@@H:43]([C:30]42[CH2:29][O:28][C:27]([NH2:26])=[N:46]4)[CH2:42][CH:41]([O:5][CH:1]2[CH2:4][CH2:3][CH2:2]2)[CH2:40][CH2:39]3)=[CH:35][CH:34]=1, predict the reactants needed to synthesize it. The reactants are: [CH:1]1([OH:5])[CH2:4][CH2:3][CH2:2]1.N1C(C)=CC=CC=1C.[Si](OS(C(F)(F)F)(=O)=O)(C)(C)C.[NH2:26][C:27]1[O:28][CH2:29][C:30]2([N:46]=1)[C@@H:43]1[C@H:38]([CH2:39][CH2:40][C:41](=O)[CH2:42]1)[O:37][C:36]1[C:31]2=[CH:32][C:33]([Br:45])=[CH:34][CH:35]=1.C([SiH](CC)CC)C.